Dataset: Full USPTO retrosynthesis dataset with 1.9M reactions from patents (1976-2016). Task: Predict the reactants needed to synthesize the given product. (1) Given the product [O:17]=[C:16]1[N:6]2[CH2:5][CH2:4][C:3]3[C:2]([C:23]#[N:24])=[CH:11][CH:10]=[CH:9][C:8]=3[C:7]2=[CH:12][C:13]([C:18]2[S:19][CH:20]=[CH:21][CH:22]=2)=[N:14][CH2:15]1, predict the reactants needed to synthesize it. The reactants are: Br[C:2]1[CH:11]=[CH:10][CH:9]=[C:8]2[C:3]=1[CH2:4][CH2:5][N:6]1[C:16](=[O:17])[CH2:15][N:14]=[C:13]([C:18]3[S:19][CH:20]=[CH:21][CH:22]=3)[CH:12]=[C:7]12.[CH3:23][N:24](C=O)C. (2) Given the product [OH:8][C:9]1[CH:10]=[C:11]([C:17]2([C:20]([NH:22][C:23]3[CH:28]=[CH:27][CH:26]=[C:25]([C:29]4[CH:34]=[CH:33][C:32]([S:35]([N:38]5[CH2:42][CH2:41][CH2:40][C@@H:39]5[CH2:43][OH:44])(=[O:37])=[O:36])=[CH:31][CH:30]=4)[N:24]=3)=[O:21])[CH2:18][CH2:19]2)[CH:12]=[CH:13][C:14]=1[O:15][CH3:16], predict the reactants needed to synthesize it. The reactants are: C([O:8][C:9]1[CH:10]=[C:11]([C:17]2([C:20]([NH:22][C:23]3[CH:28]=[CH:27][CH:26]=[C:25]([C:29]4[CH:34]=[CH:33][C:32]([S:35]([N:38]5[CH2:42][CH2:41][CH2:40][C@@H:39]5[CH2:43][OH:44])(=[O:37])=[O:36])=[CH:31][CH:30]=4)[N:24]=3)=[O:21])[CH2:19][CH2:18]2)[CH:12]=[CH:13][C:14]=1[O:15][CH3:16])C1C=CC=CC=1.[H][H]. (3) Given the product [Cl:21][CH2:22][C:23]([NH:1][C@@H:2]1[CH2:7][CH2:6][N:5]([C:8]([O:10][C:11]([CH3:12])([CH3:14])[CH3:13])=[O:9])[CH2:4][C@H:3]1[OH:15])=[O:24], predict the reactants needed to synthesize it. The reactants are: [NH2:1][C@@H:2]1[CH2:7][CH2:6][N:5]([C:8]([O:10][C:11]([CH3:14])([CH3:13])[CH3:12])=[O:9])[CH2:4][C@H:3]1[OH:15].CC([O-])=O.[Na+].[Cl:21][CH2:22][C:23](Cl)=[O:24]. (4) Given the product [NH2:66][C:67]1[CH:71]=[C:70]([C:72]2[CH:77]=[CH:76][CH:75]=[CH:74][CH:73]=2)[S:69][C:68]=1[C:78]1[CH:79]=[CH:16][C:15]2[C:10](=[CH:11][CH:12]=[C:13]([C:18]3[N:22]([CH:23]4[CH2:24][CH2:25][CH2:26][CH2:27][CH2:28]4)[C:21]4[CH:29]=[CH:30][C:31]([C:33]([OH:35])=[O:34])=[CH:32][C:20]=4[N:19]=3)[CH:14]=2)[N:9]=1, predict the reactants needed to synthesize it. The reactants are: BrC1C=CC(O)=C(C2C=[CH:16][C:15]3[C:10](=[CH:11][CH:12]=[C:13]([C:18]4[N:22]([CH:23]5[CH2:28][CH2:27][CH2:26][CH2:25][CH2:24]5)[C:21]5[CH:29]=[CH:30][C:31]([C:33]([OH:35])=[O:34])=[CH:32][C:20]=5[N:19]=4)[CH:14]=3)[N:9]=2)C=1.C(OC(C1C=CC2N(C3CCCCC3)C(C3C=CC(N)=C(C=O)C=3)=NC=2C=1)=O)C.[NH2:66][C:67]1[CH:71]=[C:70]([C:72]2[CH:77]=[CH:76][CH:75]=[CH:74][CH:73]=2)[S:69][C:68]=1[C:78](=O)[CH3:79].[OH-].[K+]. (5) Given the product [Cl:2][C:3]1[CH:14]=[C:13]2[C:6](=[CH:5][CH:4]=1)[NH:7][CH:8]=[C:9]2[CH2:10][CH2:11][N:12]1[CH2:16][CH2:17][CH2:18][CH2:19][C:20]1=[O:21], predict the reactants needed to synthesize it. The reactants are: Cl.[Cl:2][C:3]1[CH:14]=[C:13]2[C:6]([NH:7][CH:8]=[C:9]2[CH2:10][CH2:11][NH2:12])=[CH:5][CH:4]=1.Br[CH2:16][CH2:17][CH2:18][CH2:19][C:20]([O-])=[O:21]. (6) Given the product [CH:26]1([NH:23][C:24](=[O:25])[NH:1][C:2]2[N:11]=[CH:10][C:9]3[C:4](=[CH:5][CH:6]=[C:7]([O:12][C:13]4[CH:18]=[CH:17][N:16]=[C:15]([C:19]([NH:21][CH3:22])=[O:20])[CH:14]=4)[CH:8]=3)[N:3]=2)[CH2:31][CH2:30][CH2:29][CH2:28][CH2:27]1, predict the reactants needed to synthesize it. The reactants are: [NH2:1][C:2]1[N:11]=[CH:10][C:9]2[C:4](=[CH:5][CH:6]=[C:7]([O:12][C:13]3[CH:18]=[CH:17][N:16]=[C:15]([C:19]([NH:21][CH3:22])=[O:20])[CH:14]=3)[CH:8]=2)[N:3]=1.[N:23]([CH:26]1[CH2:31][CH2:30][CH2:29][CH2:28][CH2:27]1)=[C:24]=[O:25]. (7) Given the product [F:17][C:18]([F:23])([F:22])[C:19]([OH:21])=[O:20].[CH2:1]1[C:4]2([CH2:9][CH2:8][CH2:7][NH:6][CH2:5]2)[CH2:3][O:2]1, predict the reactants needed to synthesize it. The reactants are: [CH2:1]1[C:4]2([CH2:9][CH2:8][CH2:7][N:6](C(OC(C)(C)C)=O)[CH2:5]2)[CH2:3][O:2]1.[F:17][C:18]([F:23])([F:22])[C:19]([OH:21])=[O:20]. (8) Given the product [OH:53][C@H:5]1[CH2:6][CH2:7][N:1]([CH2:8][CH2:9][N:10]2[CH2:11][CH2:12][CH:13]([NH:16][C:17]([C:19]3[NH:20][C:21]4[C:26]([CH:27]=3)=[C:25]([O:28][CH2:29][C:30]3[CH:34]=[CH:33][O:32][CH:31]=3)[CH:24]=[CH:23][CH:22]=4)=[O:18])[CH2:14][CH2:15]2)[CH2:2][C@@H:3]1[CH3:4], predict the reactants needed to synthesize it. The reactants are: [N:1]1([CH2:8][CH2:9][N:10]2[CH2:15][CH2:14][CH:13]([NH:16][C:17]([C:19]3[NH:20][C:21]4[C:26]([CH:27]=3)=[C:25]([O:28][CH2:29][C:30]3[CH:34]=[CH:33][O:32][CH:31]=3)[CH:24]=[CH:23][CH:22]=4)=[O:18])[CH2:12][CH2:11]2)[CH2:7][CH2:6][CH2:5][CH2:4][CH2:3][CH2:2]1.Cl.Cl.Cl.NC1CCN(CCN2CC[C@H]([OH:53])[C@@H](C)C2)CC1.